The task is: Predict which catalyst facilitates the given reaction.. This data is from Catalyst prediction with 721,799 reactions and 888 catalyst types from USPTO. (1) Reactant: [CH:1]1[C:9]2[C:8]3[CH:10]=[CH:11][CH:12]=[CH:13][C:7]=3[S:6][C:5]=2[C:4]([C:14]2[CH:15]=[C:16]([OH:20])[CH:17]=[CH:18][CH:19]=2)=[CH:3][CH:2]=1.C(N(CC)CC)C.[C:28](Cl)(=[O:31])[CH:29]=[CH2:30].O. Product: [C:28]([O:20][C:16]1[CH:17]=[CH:18][CH:19]=[C:14]([C:4]2[C:5]3[S:6][C:7]4[CH:13]=[CH:12][CH:11]=[CH:10][C:8]=4[C:9]=3[CH:1]=[CH:2][CH:3]=2)[CH:15]=1)(=[O:31])[CH:29]=[CH2:30]. The catalyst class is: 2. (2) Reactant: Cl[C:2]1[N:7]=[C:6]([O:8][C:9]2[CH:35]=[CH:34][CH:33]=[CH:32][C:10]=2[CH2:11][NH:12][C:13]([NH:15][C:16]2[N:20]([C:21]3[CH:26]=[CH:25][C:24]([CH3:27])=[CH:23][CH:22]=3)[N:19]=[C:18]([C:28]([CH3:31])([CH3:30])[CH3:29])[CH:17]=2)=[O:14])[CH:5]=[CH:4][N:3]=1.[NH:36]1[CH2:41][CH2:40][CH2:39][CH:38]([C:42]([NH2:44])=[O:43])[CH2:37]1.C(=O)([O-])[O-].[Na+].[Na+]. Product: [C:28]([C:18]1[CH:17]=[C:16]([NH:15][C:13]([NH:12][CH2:11][C:10]2[CH:32]=[CH:33][CH:34]=[CH:35][C:9]=2[O:8][C:6]2[CH:5]=[CH:4][N:3]=[C:2]([N:36]3[CH2:41][CH2:40][CH2:39][CH:38]([C:42]([NH2:44])=[O:43])[CH2:37]3)[N:7]=2)=[O:14])[N:20]([C:21]2[CH:26]=[CH:25][C:24]([CH3:27])=[CH:23][CH:22]=2)[N:19]=1)([CH3:31])([CH3:30])[CH3:29]. The catalyst class is: 8. (3) Reactant: [NH:1]1[C:10]2[C:5](=[CH:6][CH:7]=[CH:8][CH:9]=2)[CH2:4][CH2:3][CH2:2]1.N1C=CC=CC=1.Cl[C:18]([O:20][C:21]1[CH:26]=[CH:25][C:24]([N+:27]([O-:29])=[O:28])=[CH:23][CH:22]=1)=[O:19].O. Product: [N:1]1([C:18]([O:20][C:21]2[CH:22]=[CH:23][C:24]([N+:27]([O-:29])=[O:28])=[CH:25][CH:26]=2)=[O:19])[C:10]2[C:5](=[CH:6][CH:7]=[CH:8][CH:9]=2)[CH2:4][CH2:3][CH2:2]1. The catalyst class is: 1. (4) Reactant: [Cl:1][C:2]1[C:7]([O:8][CH3:9])=[CH:6][C:5]([O:10][CH3:11])=[C:4]([Cl:12])[C:3]=1[C:13]1[C:24](=[O:25])[N:23]([CH2:26][CH2:27][NH:28][CH:29]2[CH2:32][N:31]([C:33]([O:35][C:36]([CH3:39])([CH3:38])[CH3:37])=[O:34])[CH2:30]2)[C:16]2[N:17]=[C:18]([S:21][CH3:22])[N:19]=[CH:20][C:15]=2[CH:14]=1.[C:40](O[C:40]([C:42]([F:45])([F:44])[F:43])=[O:41])([C:42]([F:45])([F:44])[F:43])=[O:41].O. Product: [Cl:12][C:4]1[C:5]([O:10][CH3:11])=[CH:6][C:7]([O:8][CH3:9])=[C:2]([Cl:1])[C:3]=1[C:13]1[C:24](=[O:25])[N:23]([CH2:26][CH2:27][N:28]([CH:29]2[CH2:32][N:31]([C:33]([O:35][C:36]([CH3:39])([CH3:38])[CH3:37])=[O:34])[CH2:30]2)[C:40](=[O:41])[C:42]([F:45])([F:44])[F:43])[C:16]2[N:17]=[C:18]([S:21][CH3:22])[N:19]=[CH:20][C:15]=2[CH:14]=1. The catalyst class is: 64. (5) Reactant: [Li]CCCC.CN(C)S([N:11]1[C:15]([CH:16]2[CH2:21][CH2:20][O:19][CH2:18][CH2:17]2)=[CH:14][N:13]=[CH:12]1)(=O)=O.CN([CH:26]=[O:27])C.Cl.C([O-])(O)=O.[Na+]. Product: [O:19]1[CH2:20][CH2:21][CH:16]([C:15]2[NH:11][C:12]([CH:26]=[O:27])=[N:13][CH:14]=2)[CH2:17][CH2:18]1. The catalyst class is: 1.